From a dataset of Forward reaction prediction with 1.9M reactions from USPTO patents (1976-2016). Predict the product of the given reaction. (1) Given the reactants [NH2:1][C:2]([CH3:18])([CH2:5][N:6]1[N:10]=[C:9]2[C:11]([Cl:17])=[CH:12][C:13]([Cl:16])=[C:14]([Cl:15])[C:8]2=[N:7]1)[C:3]#[N:4].[F:19][C:20]([F:31])([F:30])[C:21]1[CH:29]=[CH:28][C:24]([C:25](Cl)=[S:26])=[CH:23][CH:22]=1, predict the reaction product. The product is: [C:3]([C:2]([NH:1][C:25](=[S:26])[C:24]1[CH:23]=[CH:22][C:21]([C:20]([F:19])([F:30])[F:31])=[CH:29][CH:28]=1)([CH3:18])[CH2:5][N:6]1[N:10]=[C:9]2[C:11]([Cl:17])=[CH:12][C:13]([Cl:16])=[C:14]([Cl:15])[C:8]2=[N:7]1)#[N:4]. (2) The product is: [CH3:19][C:17]1[CH2:16][C:5]([C:6]([O:8][CH2:9][CH3:10])=[O:7])([C:11]([O:13][CH2:14][CH3:15])=[O:12])[CH2:1][CH2:2][CH:18]=1. Given the reactants [CH2:1]([C:5]([CH2:16][C:17]([CH3:19])=[CH2:18])([C:11]([O:13][CH2:14][CH3:15])=[O:12])[C:6]([O:8][CH2:9][CH3:10])=[O:7])[CH2:2]C=C.CCCCCCCCCCCCCCCC, predict the reaction product. (3) Given the reactants [Br:1][C:2]1[CH:7]=[CH:6][CH:5]=[CH:4][C:3]=1[CH:8]([C:11]1[CH:16]=[CH:15][CH:14]=[CH:13][CH:12]=1)[CH:9]=[O:10].[BH4-].[Na+], predict the reaction product. The product is: [Br:1][C:2]1[CH:7]=[CH:6][CH:5]=[CH:4][C:3]=1[CH:8]([C:11]1[CH:12]=[CH:13][CH:14]=[CH:15][CH:16]=1)[CH2:9][OH:10]. (4) Given the reactants O[CH2:2][C:3]1[CH:12]=[N:11][C:10]2[N:9]3[CH2:13][CH2:14][CH2:15][CH2:16][C@H:8]3[C:7](=[O:17])[NH:6][C:5]=2[CH:4]=1.Cl.[CH2:19]([NH:21][C:22](=[O:36])[C:23]1[CH:28]=[CH:27][C:26]([N:29]2[CH2:34][CH2:33][NH:32][CH2:31][CH2:30]2)=[C:25]([CH3:35])[CH:24]=1)[CH3:20].[I-].C(C[P+](C)(C)C)#N.C(N(CC)C(C)C)(C)C, predict the reaction product. The product is: [CH2:19]([NH:21][C:22](=[O:36])[C:23]1[CH:28]=[CH:27][C:26]([N:29]2[CH2:30][CH2:31][N:32]([CH2:2][C:3]3[CH:12]=[N:11][C:10]4[N:9]5[CH2:13][CH2:14][CH2:15][CH2:16][C@H:8]5[C:7](=[O:17])[NH:6][C:5]=4[CH:4]=3)[CH2:33][CH2:34]2)=[C:25]([CH3:35])[CH:24]=1)[CH3:20]. (5) Given the reactants [CH:1]1([C:4]2[C:5]([O:12][CH2:13][CH:14]3[CH2:16][CH2:15]3)=[CH:6][C:7]([C:10]#N)=[N:8][CH:9]=2)[CH2:3][CH2:2]1.[OH-:17].[K+].Cl.[OH2:20], predict the reaction product. The product is: [CH:1]1([C:4]2[C:5]([O:12][CH2:13][CH:14]3[CH2:16][CH2:15]3)=[CH:6][C:7]([C:10]([OH:20])=[O:17])=[N:8][CH:9]=2)[CH2:3][CH2:2]1.